This data is from Forward reaction prediction with 1.9M reactions from USPTO patents (1976-2016). The task is: Predict the product of the given reaction. (1) The product is: [CH:10]1([CH2:9][O:8][C:5]2[N:6]=[CH:7][C:2]([OH:17])=[CH:3][CH:4]=2)[CH2:12][CH2:11]1. Given the reactants Br[C:2]1[CH:3]=[CH:4][C:5]([O:8][CH2:9][CH:10]2[CH2:12][CH2:11]2)=[N:6][CH:7]=1.CB(C)C.[OH:17]O.[OH-].[Na+], predict the reaction product. (2) Given the reactants [ClH:1].[NH2:2][CH2:3][CH:4]1[N:14]2[C:15]3[C:10]([C:11](=[O:17])[NH:12][C:13]2=[O:16])=[CH:9][CH:8]=[CH:7][C:6]=3[CH2:5]1.C([NH:25][CH2:26][C:27](O)=[O:28])(OC(C)(C)C)=O, predict the reaction product. The product is: [ClH:1].[O:17]=[C:11]1[C:10]2[C:15]3=[C:6]([CH2:5][CH:4]([CH2:3][NH:2][C:27](=[O:28])[CH2:26][NH2:25])[N:14]3[C:13](=[O:16])[NH:12]1)[CH:7]=[CH:8][CH:9]=2. (3) Given the reactants Cl.[N+:2]([C:5]1[CH:6]=[C:7]([NH:11][NH2:12])[CH:8]=[CH:9][CH:10]=1)([O-:4])=[O:3].[CH3:13][CH2:14][O:15][C:16]([CH:18]([C:22]([CH3:24])=O)[C:19]([CH3:21])=O)=[O:17], predict the reaction product. The product is: [CH2:14]([O:15][C:16]([C:18]1[C:19]([CH3:21])=[N:12][N:11]([C:7]2[CH:8]=[CH:9][CH:10]=[C:5]([N+:2]([O-:4])=[O:3])[CH:6]=2)[C:22]=1[CH3:24])=[O:17])[CH3:13]. (4) The product is: [C:1]([O:5][CH2:6][CH:7]([CH2:12][CH3:13])[CH2:8][CH2:9][CH2:10][CH3:11])(=[O:4])[CH:2]=[CH2:3].[OH:14][CH2:15][CH2:16][NH:17][C:18](=[O:21])[CH:19]=[CH2:20].[C:22]([O:27][CH2:28][CH2:29][O:30][C:31](=[O:36])[CH2:32][C:33]([CH3:35])=[O:34])(=[O:26])[C:23]([CH3:25])=[CH2:24]. Given the reactants [C:1]([O:5][CH2:6][CH:7]([CH2:12][CH3:13])[CH2:8][CH2:9][CH2:10][CH3:11])(=[O:4])[CH:2]=[CH2:3].[OH:14][CH2:15][CH2:16][NH:17][C:18](=[O:21])[CH:19]=[CH2:20].[C:22]([O:27][CH2:28][CH2:29][O:30][C:31](=[O:36])[CH2:32][C:33]([CH3:35])=[O:34])(=[O:26])[C:23]([CH3:25])=[CH2:24].N(C(C)(C)C#N)=NC(C)(C)C#N, predict the reaction product. (5) The product is: [C:12]([O:11][C:9]([N:5]1[CH2:6][C@H:7]([CH3:8])[N:2]([C:18]2[CH:23]=[N:22][C:21]([N+:24]([O-:26])=[O:25])=[CH:20][CH:19]=2)[CH2:3][C@H:4]1[CH3:16])=[O:10])([CH3:15])([CH3:14])[CH3:13]. Given the reactants Cl[N:2]1[C@@H:7]([CH3:8])[CH2:6][N:5]([C:9]([O:11][C:12]([CH3:15])([CH3:14])[CH3:13])=[O:10])[C@H:4]([CH3:16])[CH2:3]1.Br[C:18]1[CH:19]=[CH:20][C:21]([N+:24]([O-:26])=[O:25])=[N:22][CH:23]=1, predict the reaction product.